This data is from Reaction yield outcomes from USPTO patents with 853,638 reactions. The task is: Predict the reaction yield, written as a fraction of the theoretical maximum amount of product (1.0 means a 100% yield; for example, 0.34 means a 34% yield). The reactants are [Cl:1][C:2]1[CH:10]=[CH:9][CH:8]=[C:7]([N+:11]([O-:13])=[O:12])[C:3]=1[C:4]([OH:6])=O.[NH2:14][CH:15]1[CH2:20][CH2:19][N:18]([CH2:21][C:22]2[CH:27]=[CH:26][CH:25]=[CH:24][CH:23]=2)[CH2:17][CH2:16]1.ON1C2C=CC=CC=2N=N1.CN(C)CCCN=C=NCC.C(N(CC)CC)C. The catalyst is C(OCC)(=O)C. The product is [CH2:21]([N:18]1[CH2:19][CH2:20][CH:15]([NH:14][C:4](=[O:6])[C:3]2[C:7]([N+:11]([O-:13])=[O:12])=[CH:8][CH:9]=[CH:10][C:2]=2[Cl:1])[CH2:16][CH2:17]1)[C:22]1[CH:23]=[CH:24][CH:25]=[CH:26][CH:27]=1. The yield is 0.850.